Dataset: Catalyst prediction with 721,799 reactions and 888 catalyst types from USPTO. Task: Predict which catalyst facilitates the given reaction. (1) Reactant: CS(C)=O.[H-].[Na+].[Cl:7][C:8]1[CH:13]=[CH:12][C:11]([CH2:14][C:15]#[N:16])=[CH:10][CH:9]=1.Br[CH2:18][CH2:19][O:20][CH2:21][CH2:22]Br. Product: [Cl:7][C:8]1[CH:13]=[CH:12][C:11]([C:14]2([C:15]#[N:16])[CH2:22][CH2:21][O:20][CH2:19][CH2:18]2)=[CH:10][CH:9]=1. The catalyst class is: 27. (2) Reactant: [N:1]1[CH:6]=[CH:5][C:4]([CH2:7][NH2:8])=[CH:3][CH:2]=1.[OH:9][C:10]1[CH:17]=[CH:16][C:15]([OH:18])=[CH:14][C:11]=1[CH:12]=O.[BH3-]C#N.[Na+]. Product: [N:1]1[CH:6]=[CH:5][C:4]([CH2:7][NH:8][CH2:12][C:11]2[CH:14]=[C:15]([OH:18])[CH:16]=[CH:17][C:10]=2[OH:9])=[CH:3][CH:2]=1. The catalyst class is: 5. (3) Reactant: [CH:1]1([CH2:7][O:8][C:9]2[C:10]3[N:11]([C:15]([C:19]([NH:21][C@H:22]4[CH2:26][CH2:25][N:24]([CH3:27])[CH2:23]4)=[O:20])=[C:16]([CH3:18])[N:17]=3)[CH:12]=[CH:13][CH:14]=2)[CH2:6][CH2:5][CH2:4][CH2:3][CH2:2]1.[ClH:28].C(OCC)(=O)C. Product: [ClH:28].[CH:1]1([CH2:7][O:8][C:9]2[C:10]3[N:11]([C:15]([C:19]([NH:21][C@H:22]4[CH2:26][CH2:25][N:24]([CH3:27])[CH2:23]4)=[O:20])=[C:16]([CH3:18])[N:17]=3)[CH:12]=[CH:13][CH:14]=2)[CH2:6][CH2:5][CH2:4][CH2:3][CH2:2]1. The catalyst class is: 13. (4) Reactant: Cl[CH2:2][C:3]1[S:7][C:6]2[CH:8]=[CH:9][CH:10]=[CH:11][C:5]=2[CH:4]=1.[C-:12]#[N:13].[K+]. Product: [S:7]1[C:3]([CH2:2][C:12]#[N:13])=[CH:4][C:5]2[CH:11]=[CH:10][CH:9]=[CH:8][C:6]1=2. The catalyst class is: 38. (5) Reactant: [CH3:1][C:2]([C:7]1[CH:12]=[CH:11][C:10]([N+:13]([O-:15])=[O:14])=[CH:9][CH:8]=1)([CH3:6])[CH2:3][C:4]#[N:5].B.C1COCC1. Product: [CH3:6][C:2]([C:7]1[CH:8]=[CH:9][C:10]([N+:13]([O-:15])=[O:14])=[CH:11][CH:12]=1)([CH3:1])[CH2:3][CH2:4][NH2:5]. The catalyst class is: 1. (6) Reactant: [N+:1]([C:4]1[CH:5]=[C:6]([CH:9]=[CH:10][CH:11]=1)[CH2:7]Cl)([O-:3])=[O:2].[CH3:12][S:13]([O-:15])=[O:14].[Na+]. Product: [CH3:12][S:13]([CH2:7][C:6]1[CH:9]=[CH:10][CH:11]=[C:4]([N+:1]([O-:3])=[O:2])[CH:5]=1)(=[O:15])=[O:14]. The catalyst class is: 3. (7) Product: [CH2:1]([C:8]1([S:15]([C:18]2[CH:19]=[CH:20][C:21]([O:24][CH3:25])=[CH:22][CH:23]=2)(=[O:17])=[O:16])[S:12][C:11](=[O:13])[N:10]([CH2:27][C:28]([OH:30])=[O:29])[C:9]1=[O:14])[C:2]1[CH:7]=[CH:6][CH:5]=[CH:4][CH:3]=1. The catalyst class is: 21. Reactant: [CH2:1]([C:8]1([S:15]([C:18]2[CH:23]=[CH:22][C:21]([O:24][CH3:25])=[CH:20][CH:19]=2)(=[O:17])=[O:16])[S:12][C:11](=[O:13])[NH:10][C:9]1=[O:14])[C:2]1[CH:7]=[CH:6][CH:5]=[CH:4][CH:3]=1.Br[CH2:27][C:28]([O:30]C(C)(C)C)=[O:29].C(=O)([O-])[O-].[K+].[K+].